Task: Predict the reactants needed to synthesize the given product.. Dataset: Full USPTO retrosynthesis dataset with 1.9M reactions from patents (1976-2016) (1) Given the product [Cl:1][C:2]1[CH:24]=[CH:23][C:5]([C:6]([NH:8][C:9]2[CH:14]=[C:13]([C:15]([F:18])([F:17])[F:16])[CH:12]=[C:11]([C:19]([F:20])([F:21])[F:22])[CH:10]=2)=[O:7])=[C:4]([O:25][C:32]([N:26]2[CH2:31][CH2:30][O:29][CH2:28][CH2:27]2)=[O:33])[CH:3]=1, predict the reactants needed to synthesize it. The reactants are: [Cl:1][C:2]1[CH:24]=[CH:23][C:5]([C:6]([NH:8][C:9]2[CH:14]=[C:13]([C:15]([F:18])([F:17])[F:16])[CH:12]=[C:11]([C:19]([F:22])([F:21])[F:20])[CH:10]=2)=[O:7])=[C:4]([OH:25])[CH:3]=1.[N:26]1([C:32](Cl)=[O:33])[CH2:31][CH2:30][O:29][CH2:28][CH2:27]1. (2) Given the product [C:28]([O:27][C:25](=[O:26])[NH:32][CH2:33][C:34](=[O:35])[NH:1][CH2:2][CH2:3][NH:4][C:5]1[N:14]=[C:13]([N:15]([C:17]2[CH:18]=[CH:19][C:20]([O:23][CH3:24])=[CH:21][CH:22]=2)[CH3:16])[C:12]2[C:7](=[CH:8][CH:9]=[CH:10][CH:11]=2)[N:6]=1)([CH3:31])([CH3:29])[CH3:30], predict the reactants needed to synthesize it. The reactants are: [NH2:1][CH2:2][CH2:3][NH:4][C:5]1[N:14]=[C:13]([N:15]([C:17]2[CH:22]=[CH:21][C:20]([O:23][CH3:24])=[CH:19][CH:18]=2)[CH3:16])[C:12]2[C:7](=[CH:8][CH:9]=[CH:10][CH:11]=2)[N:6]=1.[C:25]([NH:32][CH2:33][C:34](O)=[O:35])([O:27][C:28]([CH3:31])([CH3:30])[CH3:29])=[O:26].CCN=C=NCCCN(C)C.C1C=CC2N(O)N=NC=2C=1.CCN(CC)CC. (3) Given the product [Cl:1][C:2]1[CH:7]=[C:6]([Cl:8])[CH:5]=[CH:4][C:3]=1[C:9]1[N:10]2[N:17]=[C:16]([CH3:18])[C:15]([C:19](=[O:23])[CH2:20][CH2:21][CH3:22])=[C:11]2[O:12][C:13]=1[CH3:14], predict the reactants needed to synthesize it. The reactants are: [Cl:1][C:2]1[CH:7]=[C:6]([Cl:8])[CH:5]=[CH:4][C:3]=1[C:9]1[N:10]2[N:17]=[C:16]([CH3:18])[C:15]([CH:19]([OH:23])[CH2:20][CH2:21][CH3:22])=[C:11]2[O:12][C:13]=1[CH3:14]. (4) Given the product [N:16]1([C:22]([N:24]2[CH2:29][CH:28]([C:30]3[CH:35]=[CH:34][C:33]([C:36]([F:37])([F:38])[F:39])=[CH:32][CH:31]=3)[CH2:27][CH:26]([C:40]#[N:42])[CH2:25]2)=[O:23])[CH2:21][CH2:20][O:19][CH2:18][CH2:17]1, predict the reactants needed to synthesize it. The reactants are: CC[N+](S(N=C(OC)[O-])(=O)=O)(CC)CC.[N:16]1([C:22]([N:24]2[CH2:29][CH:28]([C:30]3[CH:35]=[CH:34][C:33]([C:36]([F:39])([F:38])[F:37])=[CH:32][CH:31]=3)[CH2:27][CH:26]([C:40]([NH2:42])=O)[CH2:25]2)=[O:23])[CH2:21][CH2:20][O:19][CH2:18][CH2:17]1. (5) The reactants are: Br[CH2:2][C:3]1[C:8]2[S:9][CH:10]=[CH:11][C:7]=2[CH:6]=[CH:5][CH:4]=1.[CH3:12][CH:13]([CH3:29])[CH2:14][NH:15][CH:16]1[CH2:21][CH2:20][N:19]([C:22]([O:24][C:25]([CH3:28])([CH3:27])[CH3:26])=[O:23])[CH2:18][CH2:17]1.C(=O)([O-])[O-].[K+].[K+]. Given the product [S:9]1[C:8]2[C:3]([CH2:2][N:15]([CH2:14][CH:13]([CH3:29])[CH3:12])[CH:16]3[CH2:17][CH2:18][N:19]([C:22]([O:24][C:25]([CH3:26])([CH3:27])[CH3:28])=[O:23])[CH2:20][CH2:21]3)=[CH:4][CH:5]=[CH:6][C:7]=2[CH:11]=[CH:10]1, predict the reactants needed to synthesize it. (6) Given the product [Cl:19][C:15]1[N:14]=[C:13]([CH2:5][C:6]2[CH:11]=[CH:10][C:9]([F:12])=[CH:8][CH:7]=2)[CH:18]=[CH:17][N:16]=1, predict the reactants needed to synthesize it. The reactants are: COC(=O)C[CH:5]([C:13]1[CH:18]=[CH:17][N:16]=[C:15]([Cl:19])[N:14]=1)[C:6]1[CH:11]=[CH:10][C:9]([F:12])=[CH:8][CH:7]=1.C[Si]([N-][Si](C)(C)C)(C)C.[Na+].BrCC(OC)=O. (7) The reactants are: [CH3:1][O:2][C:3]1[CH:4]=[C:5]([CH2:11][CH2:12][C:13](O)=[O:14])[CH:6]=[C:7]([O:9][CH3:10])[CH:8]=1.CO. Given the product [CH3:10][O:9][C:7]1[CH:6]=[C:5]([CH2:11][CH2:12][CH2:13][OH:14])[CH:4]=[C:3]([O:2][CH3:1])[CH:8]=1, predict the reactants needed to synthesize it.